This data is from Forward reaction prediction with 1.9M reactions from USPTO patents (1976-2016). The task is: Predict the product of the given reaction. Given the reactants [OH-].[Li+].[C:3]1([CH2:14][C:15]([O:17]C)=[O:16])[CH:8]=[CH:7][C:6]([CH2:9][C:10]([O:12][CH3:13])=[O:11])=[CH:5][CH:4]=1.C1COCC1.Cl, predict the reaction product. The product is: [CH3:13][O:12][C:10](=[O:11])[CH2:9][C:6]1[CH:7]=[CH:8][C:3]([CH2:14][C:15]([OH:17])=[O:16])=[CH:4][CH:5]=1.